Dataset: M1 muscarinic receptor antagonist screen with 61,756 compounds. Task: Binary Classification. Given a drug SMILES string, predict its activity (active/inactive) in a high-throughput screening assay against a specified biological target. (1) The molecule is o1c2c3c([nH]c(=O)c2nc1CCCC)cccc3. The result is 0 (inactive). (2) The drug is o1c2c(nc1Nc1[nH]c(CC(OC)=O)cc(=O)n1)cccc2. The result is 0 (inactive). (3) The compound is O=c1c(c[nH]cc1)C(O)=O. The result is 0 (inactive). (4) The compound is n1(c2c(nc1)cccc2)CCC#N. The result is 0 (inactive). (5) The compound is O=S(NC1CCCCC1)C12CC3CC(C2)CC(C1)C3. The result is 0 (inactive). (6) The molecule is FC(F)(F)c1nn2c(c(cnc2n1)C(=O)C)C. The result is 0 (inactive). (7) The compound is Clc1ccc(NC(=O)/C(=c2\[nH]c3c([nH]2)cccc3)C#N)cc1. The result is 0 (inactive).